Dataset: Full USPTO retrosynthesis dataset with 1.9M reactions from patents (1976-2016). Task: Predict the reactants needed to synthesize the given product. (1) Given the product [Cl:1][C:2]1[CH:10]=[CH:9][C:5]([C:6]([N:13]2[CH2:14][CH2:15][CH:16]([NH:19][C:20]3[S:21][CH:22]=[C:23](/[CH:25]=[CH:26]/[C:27]([O:29][CH2:30][CH3:31])=[O:28])[N:24]=3)[CH2:17][CH2:18]2)=[O:7])=[CH:4][CH:3]=1, predict the reactants needed to synthesize it. The reactants are: [Cl:1][C:2]1[CH:10]=[CH:9][C:5]([C:6](Cl)=[O:7])=[CH:4][CH:3]=1.Cl.Cl.[NH:13]1[CH2:18][CH2:17][CH:16]([NH:19][C:20]2[S:21][CH:22]=[C:23](/[CH:25]=[CH:26]/[C:27]([O:29][CH2:30][CH3:31])=[O:28])[N:24]=2)[CH2:15][CH2:14]1.C(N(CC)CC)C.C(=O)([O-])O.[Na+]. (2) Given the product [C:30]([CH2:29][C@@H:26]1[O:27][CH2:28][C@@H:23]([N:22]2[C:14]3=[C:15]4[S:21][CH:20]=[CH:19][C:16]4=[N:17][CH:18]=[C:13]3[N:12]=[C:11]2[CH:9]([NH:8][C:3](=[O:5])[CH3:2])[CH3:10])[CH2:24][CH2:25]1)#[N:31], predict the reactants needed to synthesize it. The reactants are: F[C:2](F)(F)[C:3]([OH:5])=O.[NH2:8][CH:9]([C:11]1[N:22]([C@@H:23]2[CH2:28][O:27][C@@H:26]([CH2:29][C:30]#[N:31])[CH2:25][CH2:24]2)[C:14]2=[C:15]3[S:21][CH:20]=[CH:19][C:16]3=[N:17][CH:18]=[C:13]2[N:12]=1)[CH3:10].C(N(CC)CC)C.C(Cl)(=O)C. (3) The reactants are: [Cl:1][C:2]1[C:7]([N:8]2[CH2:13][CH2:12][NH:11][CH2:10][CH2:9]2)=[CH:6][C:5]([NH:14][C:15](=[O:25])[C:16]2[CH:21]=[CH:20][C:19]([N:22]([CH3:24])[CH3:23])=[CH:18][CH:17]=2)=[C:4]([N+:26]([O-:28])=[O:27])[CH:3]=1.C(O)(C(F)(F)F)=O.[CH3:36][O:37][C:38]1[CH:43]=[CH:42][CH:41]=[CH:40][C:39]=1[C:44]1[C:48]([C:49](O)=[O:50])=[C:47]([CH3:52])[NH:46][N:45]=1.CN(C(ON1N=NC2C=CC=NC1=2)=[N+](C)C)C.F[P-](F)(F)(F)(F)F.CCN(C(C)C)C(C)C. Given the product [Cl:1][C:2]1[C:7]([N:8]2[CH2:13][CH2:12][N:11]([C:49]([C:48]3[C:44]([C:39]4[CH:40]=[CH:41][CH:42]=[CH:43][C:38]=4[O:37][CH3:36])=[N:45][NH:46][C:47]=3[CH3:52])=[O:50])[CH2:10][CH2:9]2)=[CH:6][C:5]([NH:14][C:15](=[O:25])[C:16]2[CH:17]=[CH:18][C:19]([N:22]([CH3:23])[CH3:24])=[CH:20][CH:21]=2)=[C:4]([N+:26]([O-:28])=[O:27])[CH:3]=1, predict the reactants needed to synthesize it. (4) The reactants are: [O-2].[Nd+3:2].[O-2].[O-2].[Nd+3].[CH2:6]([CH:8]([CH2:23][CH2:24][CH2:25][CH3:26])[CH2:9][O:10][P:11](=[O:22])([OH:21])[O:12][CH2:13][CH:14]([CH2:19][CH3:20])[CH2:15][CH2:16][CH2:17][CH3:18])[CH3:7].CC1CCCCC1. Given the product [CH2:6]([CH:8]([CH2:23][CH2:24][CH2:25][CH3:26])[CH2:9][O:10][P:11]([O-:22])([O:12][CH2:13][CH:14]([CH2:19][CH3:20])[CH2:15][CH2:16][CH2:17][CH3:18])=[O:21])[CH3:7].[Nd+:2], predict the reactants needed to synthesize it. (5) Given the product [Br:1][C:2]1[CH:3]=[C:4]2[N:10]([CH2:36][O:37][CH2:38][CH2:39][Si:40]([CH3:43])([CH3:42])[CH3:41])[C:9]([C:11]3[CH:16]=[CH:15][N:14]=[C:13]([NH:17][C:18](=[O:20])[CH3:19])[CH:12]=3)=[C:8]([C:21]3[CH:26]=[CH:25][C:24]([O:27][CH3:28])=[CH:23][N:22]=3)[C:5]2=[N:6][CH:7]=1, predict the reactants needed to synthesize it. The reactants are: [Br:1][C:2]1[CH:3]=[C:4]2[NH:10][C:9]([C:11]3[CH:16]=[CH:15][N:14]=[C:13]([NH:17][C:18](=[O:20])[CH3:19])[CH:12]=3)=[C:8]([C:21]3[CH:26]=[CH:25][C:24]([O:27][CH3:28])=[CH:23][N:22]=3)[C:5]2=[N:6][CH:7]=1.C(=O)([O-])[O-].[Cs+].[Cs+].Cl[CH2:36][O:37][CH2:38][CH2:39][Si:40]([CH3:43])([CH3:42])[CH3:41].